This data is from Full USPTO retrosynthesis dataset with 1.9M reactions from patents (1976-2016). The task is: Predict the reactants needed to synthesize the given product. (1) Given the product [Cl:1][C:2]1[C:10]([F:11])=[C:9]2[C:5]([CH:6]=[CH:7][N:8]2[C:12]2[CH:16]=[N:15][CH:17]=[CH:18][CH:19]=2)=[CH:4][CH:3]=1, predict the reactants needed to synthesize it. The reactants are: [Cl:1][C:2]1[C:10]([F:11])=[C:9]2[C:5]([C:6](SC3C=CC=C(C(OCC)=O)C=3F)=[C:7](C3CC3)[N:8]2[C:12]2C=N[N:15]([CH2:17][CH2:18][CH2:19]C(O)=O)[CH:16]=2)=[CH:4][CH:3]=1.BrC1C=NC=CC=1.CNCCNC.[O-]P([O-])([O-])=O.[K+].[K+].[K+]. (2) Given the product [C:11]([O:10][C:9](=[O:15])[NH:8][C:5]1[CH:4]=[CH:3][C:2]([C:24]2[CH:25]=[C:26]3[CH:32]=[CH:31][NH:30][C:27]3=[N:28][CH:29]=2)=[CH:7][N:6]=1)([CH3:14])([CH3:13])[CH3:12], predict the reactants needed to synthesize it. The reactants are: I[C:2]1[CH:3]=[CH:4][C:5]([NH:8][C:9](=[O:15])[O:10][C:11]([CH3:14])([CH3:13])[CH3:12])=[N:6][CH:7]=1.CC1(C)C(C)(C)OB([C:24]2[CH:25]=[C:26]3[CH:32]=[CH:31][NH:30][C:27]3=[N:28][CH:29]=2)O1.C([O-])([O-])=O.[K+].[K+]. (3) Given the product [CH3:1][C:2]1([CH3:16])[C:10]2[CH2:9][CH2:8][C:7]3[N:35]=[CH:32][CH:33]=[N:34][C:6]=3[C:5]=2[C:4]([CH3:14])([CH3:13])[CH:3]1[CH3:15], predict the reactants needed to synthesize it. The reactants are: [CH3:1][C:2]1([CH3:16])[C:10]2[CH2:9][CH2:8][C:7](=O)[C:6](=O)[C:5]=2[C:4]([CH3:14])([CH3:13])[CH:3]1[CH3:15].CC1(C)C2CCCC(=O)C=2C(C)(C)C1C.[CH2:32]([NH2:35])[CH2:33][NH2:34].ClC1C(=O)C(C#N)=C(C#N)C(=O)C=1Cl. (4) Given the product [Br:46][CH2:27][C:3]1[C:2]([CH3:1])=[CH:26][C:6]2[N:7]=[C:8]3[C:13]([N:14]([CH2:15][CH2:16][CH2:17][C:18]4[CH:19]=[CH:20][CH:21]=[CH:22][CH:23]=4)[C:5]=2[CH:4]=1)=[N:12][C:11](=[O:24])[NH:10][C:9]3=[O:25], predict the reactants needed to synthesize it. The reactants are: [CH3:1][C:2]1[C:3]([CH3:27])=[CH:4][C:5]2[N:14]([CH2:15][CH2:16][CH2:17][C:18]3[CH:23]=[CH:22][CH:21]=[CH:20][CH:19]=3)[C:13]3[C:8]([C:9](=[O:25])[NH:10][C:11](=[O:24])[N:12]=3)=[N:7][C:6]=2[CH:26]=1.C(OOC(=O)C1C=CC=CC=1)(=O)C1C=CC=CC=1.[Br:46]Br. (5) Given the product [C:4]([O:3][C:1]([N:8]1[CH2:11][CH:10]([O:12][C:21]2[CH:22]=[CH:23][C:18]([N+:15]([O-:17])=[O:16])=[C:19]([CH3:25])[CH:20]=2)[CH2:9]1)=[O:2])([CH3:7])([CH3:6])[CH3:5], predict the reactants needed to synthesize it. The reactants are: [C:1]([N:8]1[CH2:11][CH:10]([OH:12])[CH2:9]1)([O:3][C:4]([CH3:7])([CH3:6])[CH3:5])=[O:2].[H-].[Na+].[N+:15]([C:18]1[CH:23]=[CH:22][C:21](F)=[CH:20][C:19]=1[CH3:25])([O-:17])=[O:16]. (6) Given the product [F:1]/[C:2](=[C:5](/[C:7]1[CH:8]=[C:9]2[C:14](=[CH:15][C:16]=1[O:17][CH2:18][CH2:19][CH3:20])[O:13][C:12]([CH3:22])([CH3:21])[CH:11]=[C:10]2[CH:23]([CH3:24])[CH3:25])\[CH3:6])/[CH:3]=[O:4], predict the reactants needed to synthesize it. The reactants are: [F:1]/[C:2](=[C:5](/[C:7]1[CH:8]=[C:9]2[C:14](=[CH:15][C:16]=1[O:17][CH2:18][CH2:19][CH3:20])[O:13][C:12]([CH3:22])([CH3:21])[CH:11]=[C:10]2[CH:23]([CH3:25])[CH3:24])\[CH3:6])/[CH2:3][OH:4].C[N+]1([O-])CCOCC1.